From a dataset of Ames mutagenicity test results for genotoxicity prediction. Regression/Classification. Given a drug SMILES string, predict its toxicity properties. Task type varies by dataset: regression for continuous values (e.g., LD50, hERG inhibition percentage) or binary classification for toxic/non-toxic outcomes (e.g., AMES mutagenicity, cardiotoxicity, hepatotoxicity). Dataset: ames. (1) The compound is OC1c2ccc3nc4c(ccc5ccccc54)cc3c2C2OC2C1O. The result is 0 (non-mutagenic). (2) The result is 0 (non-mutagenic). The drug is CC(C)CN(C(=O)CCCl)c1snc2ccccc12. (3) The molecule is NCCc1c[nH]cn1. The result is 0 (non-mutagenic). (4) The drug is O=C1c2c(ccc3ccccc23)-c2cccc3cccc1c23. The result is 0 (non-mutagenic). (5) The drug is CC[n+]1c(-c2ccccc2)c2cc(N)ccc2c2ccc(N)cc21. The result is 1 (mutagenic). (6) The molecule is C[N+](C)(C)CCCl. The result is 0 (non-mutagenic).